Regression. Given two drug SMILES strings and cell line genomic features, predict the synergy score measuring deviation from expected non-interaction effect. From a dataset of NCI-60 drug combinations with 297,098 pairs across 59 cell lines. (1) Drug 1: CC(CN1CC(=O)NC(=O)C1)N2CC(=O)NC(=O)C2. Drug 2: CC12CCC3C(C1CCC2OP(=O)(O)O)CCC4=C3C=CC(=C4)OC(=O)N(CCCl)CCCl.[Na+]. Cell line: SK-MEL-5. Synergy scores: CSS=17.8, Synergy_ZIP=-4.40, Synergy_Bliss=-3.30, Synergy_Loewe=-8.89, Synergy_HSA=-3.49. (2) Drug 1: C#CCC(CC1=CN=C2C(=N1)C(=NC(=N2)N)N)C3=CC=C(C=C3)C(=O)NC(CCC(=O)O)C(=O)O. Drug 2: CCC1(C2=C(COC1=O)C(=O)N3CC4=CC5=C(C=CC(=C5CN(C)C)O)N=C4C3=C2)O.Cl. Cell line: EKVX. Synergy scores: CSS=3.68, Synergy_ZIP=-1.92, Synergy_Bliss=0.0363, Synergy_Loewe=0.703, Synergy_HSA=-1.27. (3) Synergy scores: CSS=28.6, Synergy_ZIP=0.274, Synergy_Bliss=2.78, Synergy_Loewe=6.69, Synergy_HSA=8.00. Drug 2: CC1CCC2CC(C(=CC=CC=CC(CC(C(=O)C(C(C(=CC(C(=O)CC(OC(=O)C3CCCCN3C(=O)C(=O)C1(O2)O)C(C)CC4CCC(C(C4)OC)OP(=O)(C)C)C)C)O)OC)C)C)C)OC. Cell line: SW-620. Drug 1: C1CC(CCC1OC2=C(C(=CC=C2)Cl)F)(CC3=NC(=CC=C3)NC4=NC=CS4)C(=O)O.